This data is from Forward reaction prediction with 1.9M reactions from USPTO patents (1976-2016). The task is: Predict the product of the given reaction. (1) Given the reactants [CH2:1]([O:8][C:9]1[CH:14]=[C:13]([O:15][CH2:16][C:17]2[CH:22]=[CH:21][CH:20]=[CH:19][CH:18]=2)[CH:12]=[C:11]([O:23][C:24]2[CH:29]=[CH:28][C:27]([N+:30]([O-:32])=[O:31])=[CH:26][CH:25]=2)[C:10]=1[C:33]1[CH2:37][C:36](O)([C:38]([O:40][CH2:41][CH3:42])=[O:39])[O:35][N:34]=1)[C:2]1[CH:7]=[CH:6][CH:5]=[CH:4][CH:3]=1, predict the reaction product. The product is: [CH2:1]([O:8][C:9]1[CH:14]=[C:13]([O:15][CH2:16][C:17]2[CH:18]=[CH:19][CH:20]=[CH:21][CH:22]=2)[CH:12]=[C:11]([O:23][C:24]2[CH:29]=[CH:28][C:27]([N+:30]([O-:32])=[O:31])=[CH:26][CH:25]=2)[C:10]=1[C:33]1[CH:37]=[C:36]([C:38]([O:40][CH2:41][CH3:42])=[O:39])[O:35][N:34]=1)[C:2]1[CH:3]=[CH:4][CH:5]=[CH:6][CH:7]=1. (2) Given the reactants Cl.[F:2][C:3]1[CH:4]=[CH:5][C:6]([O:15][C:16]([F:19])([F:18])[F:17])=[C:7]2[C:11]=1[NH:10][CH:9]=[C:8]2[C:12]([OH:14])=[O:13].[CH3:20]O, predict the reaction product. The product is: [CH3:20][O:13][C:12]([C:8]1[C:7]2[C:11](=[C:3]([F:2])[CH:4]=[CH:5][C:6]=2[O:15][C:16]([F:19])([F:17])[F:18])[NH:10][CH:9]=1)=[O:14]. (3) Given the reactants [C:1]([O:5][C:6]([NH:8][C:9]([CH3:14])([CH3:13])[C:10]([OH:12])=O)=[O:7])([CH3:4])([CH3:3])[CH3:2].[CH2:15]([O:22][C:23]([N:25]1[CH2:30][CH2:29][NH:28][CH2:27][CH2:26]1)=[O:24])[C:16]1[CH:21]=[CH:20][CH:19]=[CH:18][CH:17]=1.ON1C2C=CC=CC=2N=N1.Cl.C(N=C=NCCCN(C)C)C, predict the reaction product. The product is: [CH2:15]([O:22][C:23]([N:25]1[CH2:30][CH2:29][N:28]([C:10](=[O:12])[C:9]([NH:8][C:6]([O:5][C:1]([CH3:2])([CH3:3])[CH3:4])=[O:7])([CH3:14])[CH3:13])[CH2:27][CH2:26]1)=[O:24])[C:16]1[CH:21]=[CH:20][CH:19]=[CH:18][CH:17]=1. (4) Given the reactants [O:1]=[C:2]1[C:6]2[CH:7]=[CH:8][CH:9]=[C:10]([O:11][CH2:12][C:13]([O:15][CH2:16][CH3:17])=[O:14])[C:5]=2[O:4][CH2:3]1.[BrH:18].[NH+]1C=CC=CC=1.O, predict the reaction product. The product is: [Br:18][CH:3]1[C:2](=[O:1])[C:6]2[CH:7]=[CH:8][CH:9]=[C:10]([O:11][CH2:12][C:13]([O:15][CH2:16][CH3:17])=[O:14])[C:5]=2[O:4]1. (5) Given the reactants [C:1](/[CH:3]=[C:4](\[NH:13][C:14](=O)[O:15]CC)/[C:5]1[CH:10]=[CH:9][C:8]([F:11])=[CH:7][C:6]=1[F:12])#[N:2].[CH3:19][CH:20]([N:22]1[CH2:27][CH2:26][CH:25]([C:28]([NH:30][NH2:31])=O)[CH2:24][CH2:23]1)[CH3:21].O, predict the reaction product. The product is: [F:12][C:6]1[CH:7]=[C:8]([F:11])[CH:9]=[CH:10][C:5]=1[C:4]1[NH:13][C:14](=[O:15])[N:31]2[N:30]=[C:28]([CH:25]3[CH2:26][CH2:27][N:22]([CH:20]([CH3:21])[CH3:19])[CH2:23][CH2:24]3)[N:2]=[C:1]2[CH:3]=1. (6) Given the reactants [Cl:1][C:2]1[CH:3]=[C:4]([F:21])[CH:5]=[C:6]2[C:11]=1[N:10]=[CH:9][C:8]([CH:12]([NH2:14])[CH3:13])=[C:7]2[C:15]1[CH:20]=[CH:19][CH:18]=[CH:17][N:16]=1.C(N(C(C)C)C(C)C)C.[NH2:31][C:32]1[C:37]([C:38]#[N:39])=[C:36](Cl)[N:35]=[CH:34][N:33]=1, predict the reaction product. The product is: [NH2:31][C:32]1[C:37]([C:38]#[N:39])=[C:36]([NH:14][CH:12]([C:8]2[CH:9]=[N:10][C:11]3[C:6]([C:7]=2[C:15]2[CH:20]=[CH:19][CH:18]=[CH:17][N:16]=2)=[CH:5][C:4]([F:21])=[CH:3][C:2]=3[Cl:1])[CH3:13])[N:35]=[CH:34][N:33]=1. (7) Given the reactants C(OC([N:8]1[CH2:13][CH:12]([C:14](=[O:23])[NH:15][CH2:16][C:17]2[CH:18]=[N:19][CH:20]=[CH:21][CH:22]=2)[CH2:11][CH:10]([N:24]2[C:33]3[CH:32]=[CH:31][CH:30]=[C:29]([Cl:34])[C:28]=3[C:27]3=[N:35][O:36][C:37]([CH3:38])=[C:26]3[C:25]2=[O:39])[CH2:9]1)=O)(C)(C)C, predict the reaction product. The product is: [ClH:34].[ClH:34].[N:19]1[CH:20]=[CH:21][CH:22]=[C:17]([CH2:16][NH:15][C:14]([CH:12]2[CH2:11][CH:10]([N:24]3[C:33]4[CH:32]=[CH:31][CH:30]=[C:29]([Cl:34])[C:28]=4[C:27]4=[N:35][O:36][C:37]([CH3:38])=[C:26]4[C:25]3=[O:39])[CH2:9][NH:8][CH2:13]2)=[O:23])[CH:18]=1.